Predict the reaction yield, written as a fraction of the theoretical maximum amount of product (1.0 means a 100% yield; for example, 0.34 means a 34% yield). From a dataset of Reaction yield outcomes from USPTO patents with 853,638 reactions. The product is [Br:1][C:2]1[CH:8]=[C:7]([F:9])[C:5]([NH:6][S:12]([CH3:11])(=[O:14])=[O:13])=[C:4]([F:10])[CH:3]=1. The yield is 0.980. The reactants are [Br:1][C:2]1[CH:8]=[C:7]([F:9])[C:5]([NH2:6])=[C:4]([F:10])[CH:3]=1.[CH3:11][S:12](Cl)(=[O:14])=[O:13]. The catalyst is N1C=CC=CC=1.